From a dataset of Experimentally validated miRNA-target interactions with 360,000+ pairs, plus equal number of negative samples. Binary Classification. Given a miRNA mature sequence and a target amino acid sequence, predict their likelihood of interaction. (1) The miRNA is hsa-miR-195-5p with sequence UAGCAGCACAGAAAUAUUGGC. The protein sequence of the target gene is MISAAQLLDELMGRDRNLAPDEKRSNVRWDHESVCKYYLCGFCPAELFTNTRSDLGPCEKIHDENLRKQYEKSSRFMKVGYERDFLRYLQSLLAEVERRIRRGHARLALSQNQQSSGAAGPTGKNEEKIQVLTDKIDVLLQQIEELGSEGKVEEAQGMMKLVEQLKEERELLRSTTSTIESFAAQEKQMEVCEVCGAFLIVGDAQSRVDDHLMGKQHMGYAKIKATVEELKEKLRKRTEEPDRDERLKKEKQEREEREKEREREREERERKRRREEEEREKERARDRERRKRSRSRSRHS.... Result: 1 (interaction). (2) The miRNA is hsa-miR-548ay-3p with sequence CAAAACCGCGAUUACUCUUGCA. The protein sequence of the target gene is MASMAAVLTWALALLSAFSATQARKGFWDYFSQTSGDKGRVEQIHQQKMAREPATLKDSLEQDLNNMNKFLEKLRPLSGSEAPRLPQDPVGMRRQLQEELEEVKARLQPYMAEAHELVGWNLEGLRQQLKPYTMDLMEQVALRVQELQEQLRVVGEDTKAQLLGGVDEAWALLQGLQSRVVHHTGRFKELFHPYAESLVSGIGRHVQELHRSVAPHAPASPARLSRCVQVLSRKLTLKAKALHARIQQNLDQLREELSRAFAGTGTEEGAGPDPQMLSEEVRQRLQAFRQDTYLQIAAFT.... Result: 0 (no interaction).